This data is from Reaction yield outcomes from USPTO patents with 853,638 reactions. The task is: Predict the reaction yield, written as a fraction of the theoretical maximum amount of product (1.0 means a 100% yield; for example, 0.34 means a 34% yield). (1) The reactants are Cl.[NH2:2][CH2:3][CH2:4][NH:5][C:6]([C:8]1[C:9]([C:19]([F:22])([F:21])[F:20])=[N:10][N:11]([C:13]2[CH:18]=[CH:17][CH:16]=[CH:15][CH:14]=2)[CH:12]=1)=[O:7].[OH:23][CH2:24][CH2:25][O:26][C:27]1[CH:35]=[CH:34][C:30]([C:31](O)=[O:32])=[CH:29][CH:28]=1.CN(C(ON1N=NC2C=CC=NC1=2)=[N+](C)C)C.F[P-](F)(F)(F)(F)F.CCN(C(C)C)C(C)C. The catalyst is C1COCC1. The product is [OH:23][CH2:24][CH2:25][O:26][C:27]1[CH:35]=[CH:34][C:30]([C:31]([NH:2][CH2:3][CH2:4][NH:5][C:6]([C:8]2[C:9]([C:19]([F:21])([F:22])[F:20])=[N:10][N:11]([C:13]3[CH:18]=[CH:17][CH:16]=[CH:15][CH:14]=3)[CH:12]=2)=[O:7])=[O:32])=[CH:29][CH:28]=1. The yield is 0.550. (2) The reactants are [OH:1][C:2]1([C:12]2[CH:19]=[CH:18][C:15]([C:16]#[N:17])=[CH:14][CH:13]=2)[CH2:11][CH2:10][C:5]2(OCC[O:6]2)[CH2:4][CH2:3]1.C([O-])(O)=O.[Na+].C(OCC)(=O)C.CCCCCC. The catalyst is C1COCC1.Cl. The product is [OH:1][C:2]1([C:12]2[CH:13]=[CH:14][C:15]([C:16]#[N:17])=[CH:18][CH:19]=2)[CH2:3][CH2:4][C:5](=[O:6])[CH2:10][CH2:11]1. The yield is 0.950.